Predict the reactants needed to synthesize the given product. From a dataset of Full USPTO retrosynthesis dataset with 1.9M reactions from patents (1976-2016). Given the product [CH3:17][O:18][C:19](=[O:35])[C:20]([O:23][C:24]1[CH:29]=[C:28]([CH3:36])[C:27]([O:30][CH2:31][CH2:32][S:14][C:11]2[S:12][CH:13]=[C:9]([C:6]3[CH:5]=[CH:4][C:3]([C:2]([F:1])([F:15])[F:16])=[CH:8][CH:7]=3)[N:10]=2)=[CH:26][C:25]=1[CH3:34])([CH3:22])[CH3:21], predict the reactants needed to synthesize it. The reactants are: [F:1][C:2]([F:16])([F:15])[C:3]1[CH:8]=[CH:7][C:6]([C:9]2[N:10]=[C:11]([SH:14])[S:12][CH:13]=2)=[CH:5][CH:4]=1.[CH3:17][O:18][C:19](=[O:35])[C:20]([O:23][C:24]1[CH:29]=[CH:28][C:27]([O:30][CH2:31][CH2:32]Br)=[CH:26][C:25]=1[CH3:34])([CH3:22])[CH3:21].[C:36]([O-])([O-])=O.[K+].[K+].